Dataset: Peptide-MHC class II binding affinity with 134,281 pairs from IEDB. Task: Regression. Given a peptide amino acid sequence and an MHC pseudo amino acid sequence, predict their binding affinity value. This is MHC class II binding data. (1) The peptide sequence is DFLAKKGGEAMDTIS. The MHC is HLA-DQA10501-DQB10402 with pseudo-sequence HLA-DQA10501-DQB10402. The binding affinity (normalized) is 0.295. (2) The peptide sequence is FDSFVASLTEALRVI. The MHC is HLA-DPA10301-DPB10402 with pseudo-sequence HLA-DPA10301-DPB10402. The binding affinity (normalized) is 0.665. (3) The MHC is DRB1_0101 with pseudo-sequence DRB1_0101. The binding affinity (normalized) is 0.196. The peptide sequence is RTEQKDFDGRSEFAYGSFVR. (4) The peptide sequence is FVQALTTAAASYASV. The MHC is HLA-DPA10201-DPB10501 with pseudo-sequence HLA-DPA10201-DPB10501. The binding affinity (normalized) is 0.0363. (5) The peptide sequence is KNTIVIPKGDFLTGP. The MHC is HLA-DPA10201-DPB11401 with pseudo-sequence HLA-DPA10201-DPB11401. The binding affinity (normalized) is 0.133. (6) The peptide sequence is YDKFDANVSTVLTGK. The MHC is DRB1_0701 with pseudo-sequence DRB1_0701. The binding affinity (normalized) is 0.567. (7) The peptide sequence is SFFEEVPNIIHEAIN. The MHC is DRB5_0101 with pseudo-sequence DRB5_0101. The binding affinity (normalized) is 0.533.